This data is from Forward reaction prediction with 1.9M reactions from USPTO patents (1976-2016). The task is: Predict the product of the given reaction. (1) Given the reactants [CH2:1]([O:3][C:4]([C:6]1([C:9]2[CH:14]=[CH:13][C:12]([C:15]3[CH:20]=[CH:19][C:18]([C:21]4[O:25][N:24]=[C:23]([CH3:26])[CH:22]=4)=[CH:17][CH:16]=3)=[CH:11][CH:10]=2)[CH2:8][CH2:7]1)=[O:5])[CH3:2].[Br:27]N1C(=O)CCC1=O, predict the reaction product. The product is: [CH2:1]([O:3][C:4]([C:6]1([C:9]2[CH:14]=[CH:13][C:12]([C:15]3[CH:20]=[CH:19][C:18]([C:21]4[O:25][N:24]=[C:23]([CH3:26])[C:22]=4[Br:27])=[CH:17][CH:16]=3)=[CH:11][CH:10]=2)[CH2:8][CH2:7]1)=[O:5])[CH3:2]. (2) Given the reactants [Cr](Cl)([O-])(=O)=O.[NH+]1C=CC=CC=1.[C:12]1([C:18]2([CH2:21][CH2:22]O)[CH2:20][CH2:19]2)[CH:17]=[CH:16][CH:15]=[CH:14][CH:13]=1.[NH2:24][C:25]1[C:30]([C:31]([F:34])([F:33])[F:32])=[CH:29][CH:28]=[CH:27][C:26]=1[C:35]([C:37]1[CH:42]=[CH:41][CH:40]=[CH:39][CH:38]=1)=O.C(=O)(O)[O-].[Na+], predict the reaction product. The product is: [C:37]1([C:35]2[C:26]3[C:25](=[C:30]([C:31]([F:32])([F:33])[F:34])[CH:29]=[CH:28][CH:27]=3)[N:24]=[CH:22][C:21]=2[C:18]2([C:12]3[CH:17]=[CH:16][CH:15]=[CH:14][CH:13]=3)[CH2:20][CH2:19]2)[CH:42]=[CH:41][CH:40]=[CH:39][CH:38]=1. (3) Given the reactants [Si:1]([O:18][CH2:19][C:20]1[CH:21]=[C:22]([CH:54]=[C:55]([Cl:57])[CH:56]=1)[CH2:23][N:24]1[C:32]2[C:27](=[N:28][C:29]([N:33](C(OC(C)(C)C)=O)[NH:34]C(OC(C)(C)C)=O)=[CH:30][CH:31]=2)[CH:26]=[C:25]1[C:49]1[CH:53]=[CH:52][NH:51][N:50]=1)([C:14]([CH3:17])([CH3:16])[CH3:15])([C:8]1[CH:13]=[CH:12][CH:11]=[CH:10][CH:9]=1)[C:2]1[CH:7]=[CH:6][CH:5]=[CH:4][CH:3]=1.[C:58](O)(=O)[CH3:59], predict the reaction product. The product is: [Si:1]([O:18][CH2:19][C:20]1[CH:21]=[C:22]([CH:54]=[C:55]([Cl:57])[CH:56]=1)[CH2:23][N:24]1[C:32]2[CH:31]=[CH:30][C:29]3[N:28]([C:58]([CH3:59])=[N:34][N:33]=3)[C:27]=2[CH:26]=[C:25]1[C:49]1[NH:50][N:51]=[CH:52][CH:53]=1)([C:14]([CH3:15])([CH3:16])[CH3:17])([C:8]1[CH:9]=[CH:10][CH:11]=[CH:12][CH:13]=1)[C:2]1[CH:3]=[CH:4][CH:5]=[CH:6][CH:7]=1. (4) Given the reactants CCCCCC.[Li]CCCC.[Cl:12][C:13]1[CH:20]=[CH:19][C:16]([C:17]#[N:18])=[CH:15][N:14]=1.[I:21]I, predict the reaction product. The product is: [Cl:12][C:13]1[CH:20]=[C:19]([I:21])[C:16]([C:17]#[N:18])=[CH:15][N:14]=1. (5) Given the reactants C([O:3][C:4]([C:6]1[CH:10]=[CH:9][O:8][C:7]=1[CH:11]([CH3:13])[CH3:12])=O)C.[H-].[Al+3].[Li+].[H-].[H-].[H-], predict the reaction product. The product is: [CH:11]([C:7]1[O:8][CH:9]=[CH:10][C:6]=1[CH2:4][OH:3])([CH3:13])[CH3:12].